From a dataset of Catalyst prediction with 721,799 reactions and 888 catalyst types from USPTO. Predict which catalyst facilitates the given reaction. Reactant: [Br:1][C:2]1[CH:7]=[CH:6][C:5]([CH:8]2[CH2:13][CH2:12][NH:11][CH2:10][CH:9]2[OH:14])=[CH:4][CH:3]=1.C(N(CC)CC)C.[C:22](O[C:22]([O:24][C:25]([CH3:28])([CH3:27])[CH3:26])=[O:23])([O:24][C:25]([CH3:28])([CH3:27])[CH3:26])=[O:23]. Product: [Br:1][C:2]1[CH:7]=[CH:6][C:5]([CH:8]2[CH2:13][CH2:12][N:11]([C:22]([O:24][C:25]([CH3:28])([CH3:27])[CH3:26])=[O:23])[CH2:10][CH:9]2[OH:14])=[CH:4][CH:3]=1. The catalyst class is: 9.